Dataset: Full USPTO retrosynthesis dataset with 1.9M reactions from patents (1976-2016). Task: Predict the reactants needed to synthesize the given product. (1) Given the product [CH2:1]([C:3]12[CH2:10][CH2:9][C:6]([C:11]3[CH:12]=[CH:13][CH:14]=[CH:15][CH:16]=3)([CH2:7][NH:8]1)[N:5]([CH2:17][C:18]([OH:20])=[O:19])[C:4]2=[O:28])[CH3:2], predict the reactants needed to synthesize it. The reactants are: [CH2:1]([C:3]12[CH2:10][CH2:9][C:6]([C:11]3[CH:16]=[CH:15][CH:14]=[CH:13][CH:12]=3)([CH2:7][NH:8]1)[N:5]([CH2:17][C:18]([O:20]CC1C=CC=CC=1)=[O:19])[C:4]2=[O:28])[CH3:2].[H][H]. (2) Given the product [Br:12][C:13]1[CH:20]=[N:19][CH:18]=[CH:17][C:14]=1[CH:15]([O:23][CH3:21])[O:16][CH3:1], predict the reactants needed to synthesize it. The reactants are: [C:1]1(C)C=CC(S(O)(=O)=O)=CC=1.[Br:12][C:13]1[CH:20]=[N:19][CH:18]=[CH:17][C:14]=1[CH:15]=[O:16].[C:21](OCC)(=[O:23])C. (3) Given the product [Cl:17][C:13]1[CH:12]=[C:11]2[C:16]([C:8]([NH:10][CH:9]([CH2:8][CH:16]([CH3:11])[CH3:15])[C:1]([OH:4])=[O:2])([CH2:19][C:20]3[CH:25]=[CH:24][CH:23]=[C:22]([Cl:26])[CH:21]=3)[C:9](=[O:18])[NH:10]2)=[CH:15][CH:14]=1, predict the reactants needed to synthesize it. The reactants are: [C:1]([O-:4])([O-])=[O:2].[K+].[K+].Br[C:8]1([CH2:19][C:20]2[CH:25]=[CH:24][CH:23]=[C:22]([Cl:26])[CH:21]=2)[C:16]2[C:11](=[CH:12][C:13]([Cl:17])=[CH:14][CH:15]=2)[NH:10][C:9]1=[O:18]. (4) Given the product [CH2:1]([N:8]1[CH2:14][CH2:13][C:12]2[C:15]([N:29]3[CH2:30][CH2:31][N:26]([CH:22]4[CH2:25][CH2:24][CH2:23]4)[CH2:27][CH2:28]3)=[N:16][CH:17]=[N:18][C:11]=2[CH2:10][CH2:9]1)[C:2]1[CH:7]=[CH:6][CH:5]=[CH:4][CH:3]=1, predict the reactants needed to synthesize it. The reactants are: [CH2:1]([N:8]1[CH2:14][CH2:13][C:12]2[C:15](Cl)=[N:16][CH:17]=[N:18][C:11]=2[CH2:10][CH2:9]1)[C:2]1[CH:7]=[CH:6][CH:5]=[CH:4][CH:3]=1.Cl.Cl.[CH:22]1([N:26]2[CH2:31][CH2:30][NH:29][CH2:28][CH2:27]2)[CH2:25][CH2:24][CH2:23]1.C([O-])([O-])=O.[K+].[K+].O. (5) Given the product [C:1]([O:5][C:6](=[O:34])[CH2:7][N:8]1[C:16]2[C:11](=[CH:12][CH:13]=[C:14]([C:17]([O:19][CH3:20])=[O:18])[CH:15]=2)[C:10]([CH:21]2[CH2:26][CH2:25][CH2:24][CH2:23][CH2:22]2)=[C:9]1[C:27]1[CH:31]=[CH:30][S:29][C:28]=1[CH2:32][NH:39][CH2:38][CH2:37][N:36]([CH3:40])[CH3:35])([CH3:4])([CH3:3])[CH3:2], predict the reactants needed to synthesize it. The reactants are: [C:1]([O:5][C:6](=[O:34])[CH2:7][N:8]1[C:16]2[C:11](=[CH:12][CH:13]=[C:14]([C:17]([O:19][CH3:20])=[O:18])[CH:15]=2)[C:10]([CH:21]2[CH2:26][CH2:25][CH2:24][CH2:23][CH2:22]2)=[C:9]1[C:27]1[CH:31]=[CH:30][S:29][C:28]=1[CH:32]=O)([CH3:4])([CH3:3])[CH3:2].[CH3:35][N:36]([CH3:40])[CH2:37][CH2:38][NH2:39].CC(O)=O.[BH3-]C#N.[Na+]. (6) Given the product [C:1]([NH:4][C:5]1[C:18]2[NH:17][C:16]3[C:11](=[CH:12][CH:13]=[CH:14][CH:15]=3)[N:10]([CH2:23][CH3:24])[C:9]=2[CH:8]=[CH:7][CH:6]=1)(=[O:3])[CH3:2], predict the reactants needed to synthesize it. The reactants are: [C:1]([NH:4][C:5]1[C:18]2[C:9](=[N:10][C:11]3[C:16]([N:17]=2)=[CH:15][CH:14]=[CH:13][CH:12]=3)[CH:8]=[CH:7][CH:6]=1)(=[O:3])[CH3:2].S(OCC)(O[CH2:23][CH3:24])(=O)=O.C(=O)([O-])[O-].[K+].[K+]. (7) The reactants are: [NH2:1][C:2]1[C:7]2[C:8](=[O:25])[N:9]([C:13]3[CH:18]=[CH:17][C:16]([C:19]([CH3:24])([CH3:23])[C:20](O)=[O:21])=[CH:15][CH:14]=3)[CH2:10][CH2:11][O:12][C:6]=2[N:5]=[CH:4][N:3]=1.C(N(C(C)C)CC)(C)C.F[P-](F)(F)(F)(F)F.N1(O[P+](N(C)C)(N(C)C)N(C)C)C2C=CC=CC=2N=N1.[CH3:62][O:63][C:64]1[CH:71]=[CH:70][C:67]([CH2:68][NH2:69])=[CH:66][CH:65]=1. Given the product [CH3:62][O:63][C:64]1[CH:71]=[CH:70][C:67]([CH2:68][NH:69][C:20](=[O:21])[C:19]([C:16]2[CH:15]=[CH:14][C:13]([N:9]3[C:8](=[O:25])[C:7]4[C:2]([NH2:1])=[N:3][CH:4]=[N:5][C:6]=4[O:12][CH2:11][CH2:10]3)=[CH:18][CH:17]=2)([CH3:23])[CH3:24])=[CH:66][CH:65]=1, predict the reactants needed to synthesize it. (8) Given the product [CH3:1][O:2][C:3]([N:5]1[C@H:13]2[C@H:8]([C@:9]([O:23][C:30](=[O:31])[CH2:29][N:24]3[CH:28]=[CH:27][N:26]=[CH:25]3)([C:14]#[C:15][C:16]3[CH:17]=[C:18]([CH3:22])[CH:19]=[CH:20][CH:21]=3)[CH2:10][CH2:11][CH2:12]2)[CH2:7][CH2:6]1)=[O:4], predict the reactants needed to synthesize it. The reactants are: [CH3:1][O:2][C:3]([N:5]1[C@@H:13]2[C@@H:8]([C@@:9]([OH:23])([C:14]#[C:15][C:16]3[CH:17]=[C:18]([CH3:22])[CH:19]=[CH:20][CH:21]=3)[CH2:10][CH2:11][CH2:12]2)[CH2:7][CH2:6]1)=[O:4].[N:24]1([CH2:29][C:30](O)=[O:31])[CH:28]=[CH:27][N:26]=[CH:25]1. (9) Given the product [Cl:1][C:2]1[CH:7]=[C:6]([O:11][CH3:10])[N:5]=[C:4]([NH2:9])[N:3]=1, predict the reactants needed to synthesize it. The reactants are: [Cl:1][C:2]1[CH:7]=[C:6](Cl)[N:5]=[C:4]([NH2:9])[N:3]=1.[CH3:10][O-:11].[Na+].